This data is from Peptide-MHC class I binding affinity with 185,985 pairs from IEDB/IMGT. The task is: Regression. Given a peptide amino acid sequence and an MHC pseudo amino acid sequence, predict their binding affinity value. This is MHC class I binding data. The peptide sequence is FSPLCTGEY. The MHC is Mamu-A01 with pseudo-sequence Mamu-A01. The binding affinity (normalized) is 0.360.